Dataset: Reaction yield outcomes from USPTO patents with 853,638 reactions. Task: Predict the reaction yield, written as a fraction of the theoretical maximum amount of product (1.0 means a 100% yield; for example, 0.34 means a 34% yield). The reactants are [CH3:1][O:2][C:3](=[O:20])[C:4](=[CH:9][C:10]1[CH:11]=[C:12]2[C:16](=[C:17]([CH3:19])[CH:18]=1)[NH:15][N:14]=[CH:13]2)[CH2:5][C:6]([OH:8])=[O:7]. The catalyst is C(OCC)(=O)C.CO.[Pd]. The product is [CH3:1][O:2][C:3](=[O:20])[CH:4]([CH2:9][C:10]1[CH:11]=[C:12]2[C:16](=[C:17]([CH3:19])[CH:18]=1)[NH:15][N:14]=[CH:13]2)[CH2:5][C:6]([OH:8])=[O:7]. The yield is 1.00.